From a dataset of Catalyst prediction with 721,799 reactions and 888 catalyst types from USPTO. Predict which catalyst facilitates the given reaction. (1) Reactant: [NH2:1][C:2]1[CH:3]=[N:4][C:5]([Br:8])=[CH:6][CH:7]=1.C[Si]([N-][Si](C)(C)C)(C)C.[Na+].[C:19](O[C:19]([O:21][C:22]([CH3:25])([CH3:24])[CH3:23])=[O:20])([O:21][C:22]([CH3:25])([CH3:24])[CH3:23])=[O:20]. Product: [Br:8][C:5]1[N:4]=[CH:3][C:2]([NH:1][C:19](=[O:20])[O:21][C:22]([CH3:25])([CH3:24])[CH3:23])=[CH:7][CH:6]=1. The catalyst class is: 20. (2) Reactant: Cl.[Cl:2][C:3]1[CH:4]=[C:5]([NH:18][C:19]2[C:24](I)=[CH:23][N:22]=[CH:21][N:20]=2)[CH:6]=[CH:7][C:8]=1[O:9][CH2:10][C:11]1[CH:16]=[CH:15][CH:14]=[C:13]([F:17])[CH:12]=1.I[C:27]1[CH:32]=[CH:31][N:30]=[C:29](Cl)N=1.N[C:35]1[CH:40]=CC=C[CH:36]=1. Product: [Cl:2][C:3]1[CH:4]=[C:5]([NH:18][C:19]2[C:24](/[CH:36]=[CH:35]/[C:40]3[CH:29]=[N:30][CH:31]=[CH:32][CH:27]=3)=[CH:23][N:22]=[CH:21][N:20]=2)[CH:6]=[CH:7][C:8]=1[O:9][CH2:10][C:11]1[CH:16]=[CH:15][CH:14]=[C:13]([F:17])[CH:12]=1. The catalyst class is: 32. (3) Reactant: I[C:2]1[CH:7]=[CH:6][C:5]([C:8]2[N:9]([C:19]3[CH:20]=[N:21][CH:22]=[CH:23][CH:24]=3)[CH:10]=[C:11]([C:13]3[CH:18]=[CH:17][CH:16]=[CH:15][N:14]=3)[N:12]=2)=[CH:4][CH:3]=1.[N:25]1[C:29]2[CH:30]=[CH:31][CH:32]=[N:33][C:28]=2[NH:27][CH:26]=1.C([O-])([O-])=O.[Cs+].[Cs+].CN(C)[C@@H]1CCCC[C@H]1N. Product: [N:14]1[CH:15]=[CH:16][CH:17]=[CH:18][C:13]=1[C:11]1[N:12]=[C:8]([C:5]2[CH:6]=[CH:7][C:2]([N:25]3[C:29]4[C:28](=[N:33][CH:32]=[CH:31][CH:30]=4)[N:27]=[CH:26]3)=[CH:3][CH:4]=2)[N:9]([C:19]2[CH:20]=[N:21][CH:22]=[CH:23][CH:24]=2)[CH:10]=1. The catalyst class is: 122.